From a dataset of Catalyst prediction with 721,799 reactions and 888 catalyst types from USPTO. Predict which catalyst facilitates the given reaction. (1) Reactant: CC(OC(/N=N/C(OC(C)C)=O)=O)C.O[C:16]1[CH:17]=[C:18]([S:22]([N:25]([CH3:27])[CH3:26])(=[O:24])=[O:23])[CH:19]=[CH:20][CH:21]=1.[Cl:28][C:29]1[C:30]([C:55]([F:58])([F:57])[F:56])=[C:31]([CH:52]=[CH:53][CH:54]=1)[CH2:32][N:33]([CH2:38][CH:39]([C:46]1[CH:51]=[CH:50][CH:49]=[CH:48][CH:47]=1)[C:40]1[CH:45]=[CH:44][CH:43]=[CH:42][CH:41]=1)[CH2:34][CH2:35][CH2:36][OH:37].C1(P(C2C=CC=CC=2)C2C=CC=CC=2)C=CC=CC=1.Cl. Product: [ClH:28].[Cl:28][C:29]1[C:30]([C:55]([F:56])([F:57])[F:58])=[C:31]([CH:52]=[CH:53][CH:54]=1)[CH2:32][N:33]([CH2:38][CH:39]([C:40]1[CH:41]=[CH:42][CH:43]=[CH:44][CH:45]=1)[C:46]1[CH:51]=[CH:50][CH:49]=[CH:48][CH:47]=1)[CH2:34][CH2:35][CH2:36][O:37][C:19]1[CH:20]=[CH:21][CH:16]=[CH:17][C:18]=1[S:22]([N:25]([CH3:27])[CH3:26])(=[O:24])=[O:23]. The catalyst class is: 343. (2) Reactant: Cl[C:2]1[N:7]=[C:6]([C:8]([N:10]([CH3:32])[C:11]2[CH:16]=[CH:15][C:14]([CH2:17][N:18]3[CH2:23][CH2:22][N:21]([C:24]([O:26][C:27]([CH3:30])([CH3:29])[CH3:28])=[O:25])[C@@H:20]([CH3:31])[CH2:19]3)=[CH:13][CH:12]=2)=[O:9])[CH:5]=[CH:4][CH:3]=1.[F:33][C:34]1[CH:35]=[C:36](B(O)O)[CH:37]=[CH:38][CH:39]=1.C(=O)([O-])[O-].[Na+].[Na+].COCCOC.O. Product: [F:33][C:34]1[CH:39]=[C:38]([C:2]2[N:7]=[C:6]([C:8]([N:10]([CH3:32])[C:11]3[CH:12]=[CH:13][C:14]([CH2:17][N:18]4[CH2:23][CH2:22][N:21]([C:24]([O:26][C:27]([CH3:28])([CH3:30])[CH3:29])=[O:25])[C@@H:20]([CH3:31])[CH2:19]4)=[CH:15][CH:16]=3)=[O:9])[CH:5]=[CH:4][CH:3]=2)[CH:37]=[CH:36][CH:35]=1. The catalyst class is: 34.